From a dataset of Blood-brain barrier permeability classification from the B3DB database. Regression/Classification. Given a drug SMILES string, predict its absorption, distribution, metabolism, or excretion properties. Task type varies by dataset: regression for continuous measurements (e.g., permeability, clearance, half-life) or binary classification for categorical outcomes (e.g., BBB penetration, CYP inhibition). Dataset: b3db_classification. (1) The drug is CC(=O)N1CCN(c2ccc(OCC3CO[C@@](Cn4ccnc4)(c4ccc(Cl)cc4Cl)O3)cc2)CC1. The result is 1 (penetrates BBB). (2) The result is 0 (does not penetrate BBB). The compound is CNC(=O)C[C@@H](N)C(=O)N[C@@H](C(=O)N[C@@H]1C(=O)N2[C@@H](C(=O)O)C(C)(C)S[C@H]12)c1ccc(O)cc1.